Dataset: Forward reaction prediction with 1.9M reactions from USPTO patents (1976-2016). Task: Predict the product of the given reaction. (1) Given the reactants [C:1](=[NH:25])([O:3][CH2:4][CH2:5][C:6]1[CH:11]=[CH:10][C:9]([O:12][C:13]2[CH:18]=[CH:17][C:16]([Cl:19])=[C:15]([C:20]([F:23])([F:22])[F:21])[CH:14]=2)=[C:8]([F:24])[CH:7]=1)[NH2:2].[OH:26]/[CH:27]=[C:28](/[CH2:33][C:34]1[CH:35]=[N:36][C:37]([O:40][CH3:41])=[N:38][CH:39]=1)\[C:29](OC)=O.C([O-])([O-])=O.[K+].[K+], predict the reaction product. The product is: [Cl:19][C:16]1[CH:17]=[CH:18][C:13]([O:12][C:9]2[CH:10]=[CH:11][C:6]([CH2:5][CH2:4][O:3][C:1]3[NH:2][CH:29]=[C:28]([CH2:33][C:34]4[CH:35]=[N:36][C:37]([O:40][CH3:41])=[N:38][CH:39]=4)[C:27](=[O:26])[N:25]=3)=[CH:7][C:8]=2[F:24])=[CH:14][C:15]=1[C:20]([F:23])([F:21])[F:22]. (2) Given the reactants Cl[C:2]([F:7])([F:6])C([O-])=O.[Na+].[OH:9][C:10]1[CH:11]=[C:12]([CH:15]=[CH:16][CH:17]=1)[CH:13]=[O:14].C(=O)([O-])[O-].[K+].[K+], predict the reaction product. The product is: [F:7][CH:2]([F:6])[O:9][C:10]1[CH:11]=[C:12]([CH:15]=[CH:16][CH:17]=1)[CH:13]=[O:14]. (3) The product is: [C@@H:1]([NH:5][C:6]1[C:7]([O:20][S:28]([C:31]([F:34])([F:33])[F:32])(=[O:29])=[O:27])=[N:8][C:9]2[C:14]([N:15]=1)=[CH:13][C:12]([C:16]([O:18][CH3:19])=[O:17])=[CH:11][CH:10]=2)([CH2:3][CH3:4])[CH3:2]. Given the reactants [C@@H:1]([NH:5][C:6]1[C:7](=[O:20])[NH:8][C:9]2[C:14]([N:15]=1)=[CH:13][C:12]([C:16]([O:18][CH3:19])=[O:17])=[CH:11][CH:10]=2)([CH2:3][CH3:4])[CH3:2].N1C=CC=CC=1.[O:27](S(C(F)(F)F)(=O)=O)[S:28]([C:31]([F:34])([F:33])[F:32])(=O)=[O:29], predict the reaction product. (4) Given the reactants [CH3:1][S:2][CH2:3][CH2:4][NH2:5].[C:6]([N:9]1[C:18]2[C:13](=[CH:14][C:15]([C:19](O)=[O:20])=[CH:16][CH:17]=2)[C:12]([C:23]2[CH:28]=[CH:27][CH:26]=[CH:25][CH:24]=2)([CH3:22])[CH2:11][C:10]1([CH3:30])[CH3:29])(=[O:8])[CH3:7].CN(C(ON1N=NC2C=CC=NC1=2)=[N+](C)C)C.F[P-](F)(F)(F)(F)F.C(N(CC)C(C)C)(C)C, predict the reaction product. The product is: [C:6]([N:9]1[C:18]2[C:13](=[CH:14][C:15]([C:19]([NH:5][CH2:4][CH2:3][S:2][CH3:1])=[O:20])=[CH:16][CH:17]=2)[C:12]([C:23]2[CH:28]=[CH:27][CH:26]=[CH:25][CH:24]=2)([CH3:22])[CH2:11][C:10]1([CH3:30])[CH3:29])(=[O:8])[CH3:7]. (5) Given the reactants [CH2:1]([N:3]1[C:8](=[O:9])[C:7]([NH:10][C:11]2[CH:12]=[N:13][CH:14]=[CH:15][CH:16]=2)=[C:6]([C:17]([O:19]C(OC(OC2CCCCC2)=O)C)=[O:18])[C:5]([C:32]2[CH:37]=[CH:36][CH:35]=[CH:34][CH:33]=2)=[N:4]1)[CH3:2].C(N1C(=O)C(NC2C=NC=CC=2C)=C(C(O[CH:58]([O:60][C:61]([O:63][CH:64]2[CH2:69][CH2:68][CH2:67][CH2:66][CH2:65]2)=[O:62])[CH3:59])=O)C(C2C=CC=CC=2)=N1)C, predict the reaction product. The product is: [CH2:1]([N:3]1[C:8](=[O:9])[C:7]([NH:10][C:11]2[CH:12]=[N:13][CH:14]=[CH:15][CH:16]=2)=[C:6]([C:17]([O:19][CH2:59][CH2:58][O:60][C:61]([O:63][CH:64]2[CH2:69][CH2:68][CH2:67][CH2:66][CH2:65]2)=[O:62])=[O:18])[C:5]([C:32]2[CH:37]=[CH:36][CH:35]=[CH:34][CH:33]=2)=[N:4]1)[CH3:2]. (6) Given the reactants [H-].[Na+].[NH:3]1[CH:7]=[CH:6][C:5]([N:8]2[C:16](=[O:17])[C:15]3[C:10](=[CH:11][CH:12]=[CH:13][CH:14]=3)[C:9]2=[O:18])=[N:4]1.[F:19][C:20]1[CH:21]=[C:22]([N+:28]([O-:30])=[O:29])[CH:23]=[C:24]([F:27])[C:25]=1F.[OH2:31], predict the reaction product. The product is: [F:19][C:20]1[CH:21]=[C:22]([N+:28]([O-:30])=[O:29])[CH:23]=[C:24]([F:27])[C:25]=1[N:3]1[CH:7]=[CH:6][C:5]([NH:8][C:16]([C:15]2[CH:14]=[CH:13][CH:12]=[CH:11][C:10]=2[C:9]([OH:18])=[O:31])=[O:17])=[N:4]1. (7) Given the reactants [C:1]([C:4](=[C:10](OCC)[CH3:11])[C:5]([O:7][CH2:8][CH3:9])=[O:6])(=O)[CH3:2].C(O)(=O)C.[CH:19]([NH2:21])=[NH:20].[O-]CC.[Na+], predict the reaction product. The product is: [CH3:2][C:1]1[C:4]([C:5]([O:7][CH2:8][CH3:9])=[O:6])=[C:10]([CH3:11])[N:21]=[CH:19][N:20]=1.